The task is: Predict the reaction yield, written as a fraction of the theoretical maximum amount of product (1.0 means a 100% yield; for example, 0.34 means a 34% yield).. This data is from Reaction yield outcomes from USPTO patents with 853,638 reactions. (1) The reactants are CC([N:5]([CH2:9][CH2:10][NH:11][S:12]([C:15]1[CH:20]=[CH:19][C:18]([C:21]2[CH:26]=[CH:25][N:24]=[C:23]3[N:27](S(C4C=CC(C)=CC=4)(=O)=O)[C:28]([CH2:30][OH:31])=[CH:29][C:22]=23)=[CH:17][CH:16]=1)(=[O:14])=[O:13])[C:6](=[O:8])[O-:7])(C)C.C1(C)C=CC(S(O)(=O)=O)=CC=1. The catalyst is C(Cl)(Cl)Cl. The product is [CH:6]([OH:8])=[O:7].[NH2:5][CH2:9][CH2:10][NH:11][S:12]([C:15]1[CH:20]=[CH:19][C:18]([C:21]2[CH:26]=[CH:25][N:24]=[C:23]3[NH:27][C:28]([CH2:30][OH:31])=[CH:29][C:22]=23)=[CH:17][CH:16]=1)(=[O:13])=[O:14]. The yield is 0.0900. (2) The reactants are [Br:1][C:2]1[CH:7]=[CH:6][C:5]([OH:8])=[C:4]([O:9][CH3:10])[CH:3]=1.[CH3:11][C:12]1([CH3:15])[CH2:14][O:13]1.C(=O)([O-])[O-].[K+].[K+].P([O-])([O-])([O-])=O.[Na+].[Na+].[Na+]. The catalyst is C(#N)C.CCOCC.CCOC(C)=O.O. The product is [Br:1][C:2]1[CH:7]=[CH:6][C:5]([O:8][CH2:11][C:12]([CH3:15])([OH:13])[CH3:14])=[C:4]([O:9][CH3:10])[CH:3]=1. The yield is 0.920. (3) The reactants are C([NH:7][C:8]1[N:9]=[C:10]([NH:19][C:20]2[CH:25]=[CH:24][CH:23]=[C:22]([CH3:26])[CH:21]=2)[C:11]2[CH:17]=[C:16](Br)[CH:15]=[N:14][C:12]=2[N:13]=1)(=O)C(C)(C)C.[F:27][C:28]1[CH:33]=[CH:32][C:31](B(O)O)=[CH:30][CH:29]=1.C([O-])([O-])=O.[K+].[K+]. The catalyst is O1CCOCC1.O.C1C=CC([P]([Pd]([P](C2C=CC=CC=2)(C2C=CC=CC=2)C2C=CC=CC=2)([P](C2C=CC=CC=2)(C2C=CC=CC=2)C2C=CC=CC=2)[P](C2C=CC=CC=2)(C2C=CC=CC=2)C2C=CC=CC=2)(C2C=CC=CC=2)C2C=CC=CC=2)=CC=1. The product is [NH2:7][C:8]1[N:9]=[C:10]([NH:19][C:20]2[CH:25]=[CH:24][CH:23]=[C:22]([CH3:26])[CH:21]=2)[C:11]2[CH:17]=[C:16]([C:31]3[CH:32]=[CH:33][C:28]([F:27])=[CH:29][CH:30]=3)[CH:15]=[N:14][C:12]=2[N:13]=1. The yield is 0.450. (4) The reactants are [F:1][C:2]([F:22])([F:21])[C:3]1[CH:4]=[C:5]([CH:14]=[C:15]([C:17]([F:20])([F:19])[F:18])[CH:16]=1)[CH2:6][N:7]1[C:11](=[O:12])[CH2:10][S:9][C:8]1=[O:13].C1(C)C=CC=CC=1.[Cl:30][C:31]1[CH:38]=[C:35]([CH:36]=O)[C:34]([OH:39])=[CH:33][CH:32]=1. The catalyst is N1CCCCC1.C(O)(=O)C.O. The product is [Cl:30][C:31]1[CH:32]=[CH:33][C:34]([OH:39])=[C:35]([CH:38]=1)[CH:36]=[C:10]1[S:9][C:8](=[O:13])[N:7]([CH2:6][C:5]2[CH:4]=[C:3]([C:2]([F:1])([F:21])[F:22])[CH:16]=[C:15]([C:17]([F:18])([F:19])[F:20])[CH:14]=2)[C:11]1=[O:12]. The yield is 0.620. (5) The reactants are [C:1]([C:5]1[CH:10]=[C:9]([Br:11])[C:8]([N+:12]([O-:14])=[O:13])=[CH:7][C:6]=1[OH:15])([CH3:4])([CH3:3])[CH3:2].[C:16]([O-])([O-])=O.[Cs+].[Cs+].CI. The catalyst is CN(C=O)C.O. The product is [C:1]([C:5]1[CH:10]=[C:9]([Br:11])[C:8]([N+:12]([O-:14])=[O:13])=[CH:7][C:6]=1[O:15][CH3:16])([CH3:4])([CH3:2])[CH3:3]. The yield is 0.690. (6) The reactants are [CH2:1]([O:3][C:4](=[O:22])[CH:5]([C:10]1[CH:15]=[CH:14][C:13](I)=[C:12]([O:17][CH2:18][CH:19]2[CH2:21][CH2:20]2)[CH:11]=1)[CH2:6][CH:7]([CH3:9])[CH3:8])[CH3:2].[CH3:23][O:24][C:25]1[CH:30]=[C:29](B(O)O)[CH:28]=[CH:27][N:26]=1.[F-].[Cs+].O.CCOC(C)=O. The catalyst is COCCOC.C1C=CC([P]([Pd]([P](C2C=CC=CC=2)(C2C=CC=CC=2)C2C=CC=CC=2)([P](C2C=CC=CC=2)(C2C=CC=CC=2)C2C=CC=CC=2)[P](C2C=CC=CC=2)(C2C=CC=CC=2)C2C=CC=CC=2)(C2C=CC=CC=2)C2C=CC=CC=2)=CC=1. The product is [CH2:1]([O:3][C:4](=[O:22])[CH:5]([C:10]1[CH:15]=[CH:14][C:13]([C:29]2[CH:28]=[CH:27][N:26]=[C:25]([O:24][CH3:23])[CH:30]=2)=[C:12]([O:17][CH2:18][CH:19]2[CH2:21][CH2:20]2)[CH:11]=1)[CH2:6][CH:7]([CH3:9])[CH3:8])[CH3:2]. The yield is 0.840. (7) The reactants are [NH:1]1[C:9]2[C:4](=[CH:5][C:6]([C:10]3[C:19]([N:20]([CH3:29])[C@H:21]([C:23]4[CH:28]=[CH:27][CH:26]=[CH:25][CH:24]=4)[CH3:22])=[N:18][C:17]4[C:12](=[CH:13][CH:14]=[C:15]([C:30]([O:32]C)=[O:31])[CH:16]=4)[N:11]=3)=[CH:7][CH:8]=2)[CH:3]=[N:2]1.[OH-].[Na+].O. The catalyst is CO. The product is [NH:1]1[C:9]2[C:4](=[CH:5][C:6]([C:10]3[C:19]([N:20]([CH3:29])[C@H:21]([C:23]4[CH:28]=[CH:27][CH:26]=[CH:25][CH:24]=4)[CH3:22])=[N:18][C:17]4[C:12](=[CH:13][CH:14]=[C:15]([C:30]([OH:32])=[O:31])[CH:16]=4)[N:11]=3)=[CH:7][CH:8]=2)[CH:3]=[N:2]1. The yield is 0.510. (8) The reactants are [CH3:1][O:2][C:3]1[CH:4]=[C:5]2[O:9][C:8]([C:10]3[N:11]=[C:12]4[N:16]([CH:17]=3)[N:15]=[C:14]([O:18][CH3:19])[S:13]4)=[CH:7][C:6]2=[C:20]([OH:22])[CH:21]=1.C1(P(C2C=CC=CC=2)C2C=CC=CC=2)C=CC=CC=1.[CH3:42][C:43]1[S:44][CH:45]=[C:46]([CH2:48]O)[N:47]=1.CC(OC(/N=N/C(OC(C)C)=O)=O)C. The catalyst is C1COCC1.ClCCl. The product is [CH3:19][O:18][C:14]1[S:13][C:12]2=[N:11][C:10]([C:8]3[O:9][C:5]4[CH:4]=[C:3]([O:2][CH3:1])[CH:21]=[C:20]([O:22][CH2:48][C:46]5[N:47]=[C:43]([CH3:42])[S:44][CH:45]=5)[C:6]=4[CH:7]=3)=[CH:17][N:16]2[N:15]=1. The yield is 0.760. (9) The reactants are [Cl:1][C:2]1[CH:7]=[CH:6][CH:5]=[CH:4][C:3]=1[S:8]([C@H:11]1[CH2:15][N:14]([C:16]([C:18]2([N:21]3[CH2:26][CH2:25][NH:24][CH2:23][CH2:22]3)[CH2:20][CH2:19]2)=[O:17])[C@H:13]([C:27]([NH:29][C:30]2([C:33]#[N:34])[CH2:32][CH2:31]2)=[O:28])[CH2:12]1)(=[O:10])=[O:9].[CH:35](=O)[CH3:36].C(O[BH-](OC(=O)C)OC(=O)C)(=O)C.[Na+].C(O)(=O)C. The catalyst is C1COCC1.[OH-].[Na+].O. The product is [Cl:1][C:2]1[CH:7]=[CH:6][CH:5]=[CH:4][C:3]=1[S:8]([C@H:11]1[CH2:15][N:14]([C:16]([C:18]2([N:21]3[CH2:22][CH2:23][N:24]([CH2:35][CH3:36])[CH2:25][CH2:26]3)[CH2:19][CH2:20]2)=[O:17])[C@H:13]([C:27]([NH:29][C:30]2([C:33]#[N:34])[CH2:31][CH2:32]2)=[O:28])[CH2:12]1)(=[O:10])=[O:9]. The yield is 0.200.